Dataset: Reaction yield outcomes from USPTO patents with 853,638 reactions. Task: Predict the reaction yield, written as a fraction of the theoretical maximum amount of product (1.0 means a 100% yield; for example, 0.34 means a 34% yield). (1) The reactants are [F:1][C:2]1[CH:7]=[C:6]([F:8])[CH:5]=[CH:4][C:3]=1[C:9]1[NH:10][CH:11]=[C:12]2[CH:16]([N:17]([CH3:25])[C:18](=[O:24])[O:19][C:20]([CH3:23])([CH3:22])[CH3:21])[CH2:15][CH2:14][C:13]=12.[H-].[Na+].[Cl:28][C:29]1[CH:30]=[C:31]([CH:35]=[CH:36][CH:37]=1)[C:32](Cl)=[O:33].O. The catalyst is CN(C)C=O. The product is [Cl:28][C:29]1[CH:30]=[C:31]([CH:35]=[CH:36][CH:37]=1)[C:32]([N:10]1[CH:11]=[C:12]2[CH:16]([N:17]([CH3:25])[C:18](=[O:24])[O:19][C:20]([CH3:21])([CH3:22])[CH3:23])[CH2:15][CH2:14][C:13]2=[C:9]1[C:3]1[CH:4]=[CH:5][C:6]([F:8])=[CH:7][C:2]=1[F:1])=[O:33]. The yield is 0.710. (2) The reactants are [NH2:1][C:2]1[N:7]=[CH:6][N:5]=[C:4]2[N:8]([CH:21]([C:23]3[O:24][C:25]4[C:30]([C:31](=[O:40])[C:32]=3[C:33]3[CH:38]=[CH:37][CH:36]=[C:35]([F:39])[CH:34]=3)=[CH:29][CH:28]=[CH:27][CH:26]=4)[CH3:22])[N:9]=[C:10]([C:11]3[CH:16]=[CH:15][C:14]([O:17]C)=[C:13]([O:19]C)[CH:12]=3)[C:3]=12. The catalyst is ClCCl.B(Br)(Br)Br. The product is [NH2:1][C:2]1[N:7]=[CH:6][N:5]=[C:4]2[N:8]([CH:21]([C:23]3[O:24][C:25]4[C:30]([C:31](=[O:40])[C:32]=3[C:33]3[CH:38]=[CH:37][CH:36]=[C:35]([F:39])[CH:34]=3)=[CH:29][CH:28]=[CH:27][CH:26]=4)[CH3:22])[N:9]=[C:10]([C:11]3[CH:16]=[CH:15][C:14]([OH:17])=[C:13]([OH:19])[CH:12]=3)[C:3]=12. The yield is 0.240. (3) The reactants are CS(C)=O.[OH-].[K+].[NH:7]1[CH:11]=[CH:10][N:9]=[CH:8]1.[Br:12][C:13]1[CH:20]=[CH:19][C:16]([CH2:17]Br)=[CH:15][CH:14]=1. The catalyst is O. The product is [Br:12][C:13]1[CH:20]=[CH:19][C:16]([CH2:17][N:7]2[CH:11]=[CH:10][N:9]=[CH:8]2)=[CH:15][CH:14]=1. The yield is 0.530. (4) The reactants are [Br:1][C:2]1[CH:3]=[C:4]2[C:8](=[CH:9][CH:10]=1)[NH:7][C:6]([C:11]1[CH:16]=[CH:15][CH:14]=[CH:13][C:12]=1[O:17][CH3:18])=[CH:5]2.[B-](F)(F)(F)[F:20].[B-](F)(F)(F)F.C1[N+]2(CCl)CC[N+](F)(CC2)C1. The catalyst is CS(C)=O.C(#N)C. The product is [Br:1][C:2]1[CH:3]=[C:4]2[C:8](=[CH:9][CH:10]=1)[NH:7][C:6]([C:11]1[CH:16]=[CH:15][CH:14]=[CH:13][C:12]=1[O:17][CH3:18])=[C:5]2[F:20]. The yield is 0.400. (5) The product is [Cl:20][C:19]1[N:9]2[CH:10]=[C:11]([C:24]3[CH:25]=[N:21][NH:22][CH:23]=3)[CH:12]=[C:13]([C:14]([F:15])([F:16])[F:17])[C:8]2=[N:7][C:6]=1[C:4]([OH:3])=[O:5]. The reactants are C([O:3][C:4]([C:6]1[N:7]=[C:8]2[C:13]([C:14]([F:17])([F:16])[F:15])=[CH:12][C:11](Br)=[CH:10][N:9]2[C:19]=1[Cl:20])=[O:5])C.[NH:21]1[CH:25]=[C:24](B2OC(C)(C)C(C)(C)O2)[CH:23]=[N:22]1. The catalyst is [O-]P([O-])([O-])=O.[K+].[K+].[K+].O1CCOCC1.C1C=CC([P]([Pd]([P](C2C=CC=CC=2)(C2C=CC=CC=2)C2C=CC=CC=2)([P](C2C=CC=CC=2)(C2C=CC=CC=2)C2C=CC=CC=2)[P](C2C=CC=CC=2)(C2C=CC=CC=2)C2C=CC=CC=2)(C2C=CC=CC=2)C2C=CC=CC=2)=CC=1. The yield is 0.210.